This data is from Full USPTO retrosynthesis dataset with 1.9M reactions from patents (1976-2016). The task is: Predict the reactants needed to synthesize the given product. (1) The reactants are: [Cl:1][S:2]([C:5]1[CH:6]=[C:7]([CH:11]=[CH:12][CH:13]=1)[C:8]([OH:10])=[O:9])(=[O:4])=[O:3].[C:14]1([CH3:26])[CH:19]=[CH:18][C:17]([S:20]([CH2:23][CH2:24]O)(=[O:22])=[O:21])=[CH:16][CH:15]=1. Given the product [C:14]1([CH3:26])[CH:19]=[CH:18][C:17]([S:20]([CH2:23][CH2:24][O:9][C:8](=[O:10])[C:7]2[CH:11]=[CH:12][CH:13]=[C:5]([S:2]([Cl:1])(=[O:4])=[O:3])[CH:6]=2)(=[O:22])=[O:21])=[CH:16][CH:15]=1, predict the reactants needed to synthesize it. (2) Given the product [C:55](=[O:56])([O:57][CH2:58][CH3:59])[O:54][CH:53]([O:28][C:25]1[CH:24]=[CH:23][C:22]([CH2:21][C@@H:20]2[N:15]3[CH:16]([N:11]([C:9](=[O:10])[NH:8][CH2:1][C:2]4[CH:3]=[CH:4][CH:5]=[CH:6][CH:7]=4)[N:12]([CH3:43])[CH2:13][C:14]3=[O:42])[C@H:17]([CH3:41])[N:18]([CH2:30][C:31]3[CH:32]=[CH:33][CH:34]=[C:35]4[C:40]=3[N:39]=[CH:38][CH:37]=[CH:36]4)[C:19]2=[O:29])=[CH:27][CH:26]=1)[CH3:52], predict the reactants needed to synthesize it. The reactants are: [CH2:1]([NH:8][C:9]([N:11]1[CH:16]2[C@H:17]([CH3:41])[N:18]([CH2:30][C:31]3[CH:32]=[CH:33][CH:34]=[C:35]4[C:40]=3[N:39]=[CH:38][CH:37]=[CH:36]4)[C:19](=[O:29])[C@H:20]([CH2:21][C:22]3[CH:27]=[CH:26][C:25]([OH:28])=[CH:24][CH:23]=3)[N:15]2[C:14](=[O:42])[CH2:13][N:12]1[CH3:43])=[O:10])[C:2]1[CH:7]=[CH:6][CH:5]=[CH:4][CH:3]=1.[I-].[Na+].C(=O)([O-])[O-].[K+].[K+].[CH3:52][CH2:53][O:54][C:55]([O:57][CH:58](Cl)[CH3:59])=[O:56].